Predict the reaction yield, written as a fraction of the theoretical maximum amount of product (1.0 means a 100% yield; for example, 0.34 means a 34% yield). From a dataset of Reaction yield outcomes from USPTO patents with 853,638 reactions. (1) The product is [N:28]1([C:31]([NH:1][C:2]2[N:7]=[CH:6][N:5]=[C:4]([NH:8][C:9]3[CH:10]=[CH:11][C:12]([NH:15][C:16](=[O:25])[O:17][CH2:18][C:19]4[CH:20]=[CH:21][CH:22]=[CH:23][CH:24]=4)=[CH:13][CH:14]=3)[CH:3]=2)=[O:35])[CH2:29][CH2:30][CH2:27][CH2:26]1. The catalyst is O1CCCC1.CN(C)C=O. The reactants are [NH2:1][C:2]1[N:7]=[CH:6][N:5]=[C:4]([NH:8][C:9]2[CH:14]=[CH:13][C:12]([NH:15][C:16](=[O:25])[O:17][CH2:18][C:19]3[CH:24]=[CH:23][CH:22]=[CH:21][CH:20]=3)=[CH:11][CH:10]=2)[CH:3]=1.[CH2:26]([N:28]([CH2:31]C)[CH2:29][CH3:30])[CH3:27].ClC(OC1C=CC=CC=1)=[O:35].N1CCCC1. The yield is 0.520. (2) No catalyst specified. The product is [CH3:75][CH:38]([CH3:37])[C@H:39]([N:44]1[CH2:52][C:51]2[C:46](=[CH:47][C:48]([C:53]3[CH:58]=[CH:57][C:56]([NH:59][C:60](=[O:72])[C:61]4[CH:62]=[CH:63][C:64]([CH2:67][CH2:68][CH2:69][CH2:70][CH3:71])=[CH:65][CH:66]=4)=[CH:55][C:54]=3[CH3:73])=[CH:49][CH:50]=2)[C:45]1=[O:74])[C:40]([OH:42])=[O:41]. The yield is 0.890. The reactants are C(C1C=CC(C(NC2C=CC(C3C=C4C(CN([C@@H](C(C)C)C(O)=O)C4=O)=CC=3)=NC=2)=O)=CC=1)(C)(C)C.[CH3:37][CH:38]([CH3:75])[C@H:39]([N:44]1[CH2:52][C:51]2[C:46](=[CH:47][C:48]([C:53]3[CH:58]=[CH:57][C:56]([NH:59][C:60](=[O:72])[C:61]4[CH:66]=[CH:65][C:64]([CH2:67][CH2:68][CH2:69][CH2:70][CH3:71])=[CH:63][CH:62]=4)=[CH:55][C:54]=3[CH3:73])=[CH:49][CH:50]=2)[C:45]1=[O:74])[C:40]([O:42]C)=[O:41]. (3) The reactants are [F:1][CH:2]([F:11])[O:3][C:4]1[CH:10]=[CH:9][C:7]([NH2:8])=[CH:6][CH:5]=1.[I:12]Cl.O. The catalyst is CC(O)=O. The product is [I:12][C:9]1[CH:10]=[C:4]([O:3][CH:2]([F:11])[F:1])[CH:5]=[CH:6][C:7]=1[NH2:8]. The yield is 0.220. (4) The product is [CH3:32][S:33]([OH:36])(=[O:35])=[O:34].[NH2:1][C:2]12[CH2:10][N:9]([C:11]3[C:20]([O:21][CH3:22])=[C:19]4[C:14]([C:15](=[O:30])[C:16]([C:27]([OH:29])=[O:28])=[CH:17][N:18]4[C@@H:23]4[CH2:25][C@@H:24]4[F:26])=[CH:13][C:12]=3[F:31])[CH2:8][C:7]31[CH:5]([CH2:6]3)[CH2:4][CH2:3]2. The reactants are [NH2:1][C:2]12[CH2:10][N:9]([C:11]3[C:20]([O:21][CH3:22])=[C:19]4[C:14]([C:15](=[O:30])[C:16]([C:27]([OH:29])=[O:28])=[CH:17][N:18]4[C@@H:23]4[CH2:25][C@@H:24]4[F:26])=[CH:13][C:12]=3[F:31])[CH2:8][C:7]31[CH:5]([CH2:6]3)[CH2:4][CH2:3]2.[CH3:32][S:33]([OH:36])(=[O:35])=[O:34].O. The catalyst is C(O)C. The yield is 0.950.